This data is from Reaction yield outcomes from USPTO patents with 853,638 reactions. The task is: Predict the reaction yield, written as a fraction of the theoretical maximum amount of product (1.0 means a 100% yield; for example, 0.34 means a 34% yield). (1) The reactants are [CH2:1]([C:8]1([OH:13])[CH2:12][CH2:11][CH2:10][CH2:9]1)[C:2]1[CH:7]=[CH:6][CH:5]=[CH:4][CH:3]=1.[N:14]([C@@H:17]([CH2:22][CH2:23][CH2:24][CH3:25])[C:18]([O:20][CH3:21])=[O:19])=[C:15]=[O:16]. The catalyst is C1(C)C=CC=CC=1. The product is [CH2:1]([C:8]1([O:13][C:15]([NH:14][C@@H:17]([CH2:22][CH2:23][CH2:24][CH3:25])[C:18]([O:20][CH3:21])=[O:19])=[O:16])[CH2:12][CH2:11][CH2:10][CH2:9]1)[C:2]1[CH:7]=[CH:6][CH:5]=[CH:4][CH:3]=1. The yield is 0.790. (2) The yield is 0.833. The catalyst is O1CCCC1.C(O)C.O. The product is [NH2:61][C:59]1[S:60][CH:47]=[C:46]([C:38]2[CH:37]=[C:36]([C:35]([F:50])([F:49])[F:34])[CH:41]=[C:40]([C:42]([F:45])([F:44])[F:43])[CH:39]=2)[N:58]=1. The reactants are [Br-].[Br-].[Br-].C1([N+](C)(C)C)C=CC=CC=1.C1([N+](C)(C)C)C=CC=CC=1.C1([N+](C)(C)C)C=CC=CC=1.[F:34][C:35]([F:50])([F:49])[C:36]1[CH:37]=[C:38]([C:46](=O)[CH3:47])[CH:39]=[C:40]([C:42]([F:45])([F:44])[F:43])[CH:41]=1.S([O-])([O-])(=O)=O.[Na+].[Na+].[NH2:58][C:59]([NH2:61])=[S:60].C(=O)([O-])O.[Na+].